Dataset: Reaction yield outcomes from USPTO patents with 853,638 reactions. Task: Predict the reaction yield, written as a fraction of the theoretical maximum amount of product (1.0 means a 100% yield; for example, 0.34 means a 34% yield). (1) The reactants are [CH2:1](Br)[C:2]1[CH:7]=[CH:6][CH:5]=[CH:4][CH:3]=1.[C:9]([O:13][C:14]([NH:16][CH2:17][CH2:18][N:19]1[C:23]([C:24]([O:26][CH2:27][CH3:28])=[O:25])=[CH:22][C:21]([OH:29])=[N:20]1)=[O:15])([CH3:12])([CH3:11])[CH3:10].C([O-])([O-])=O.[Cs+].[Cs+]. The catalyst is C(#N)C. The product is [CH2:1]([O:29][C:21]1[CH:22]=[C:23]([C:24]([O:26][CH2:27][CH3:28])=[O:25])[N:19]([CH2:18][CH2:17][NH:16][C:14]([O:13][C:9]([CH3:10])([CH3:12])[CH3:11])=[O:15])[N:20]=1)[C:2]1[CH:7]=[CH:6][CH:5]=[CH:4][CH:3]=1. The yield is 0.730. (2) The reactants are [F:1][C:2]1[N:3]([S:15]([C:18]2[CH:23]=[CH:22][CH:21]=[CH:20][CH:19]=2)(=[O:17])=[O:16])[C:4]([C:9]2[CH:14]=[CH:13][CH:12]=[CH:11][CH:10]=2)=[CH:5][C:6]=1[CH:7]=O.CO.[CH3:26][NH2:27].[BH4-].[Na+].[ClH:30].C(=O)([O-])O.[Na+]. The catalyst is CO. The product is [ClH:30].[F:1][C:2]1[N:3]([S:15]([C:18]2[CH:23]=[CH:22][CH:21]=[CH:20][CH:19]=2)(=[O:17])=[O:16])[C:4]([C:9]2[CH:14]=[CH:13][CH:12]=[CH:11][CH:10]=2)=[CH:5][C:6]=1[CH2:7][NH:27][CH3:26]. The yield is 0.250.